Dataset: Reaction yield outcomes from USPTO patents with 853,638 reactions. Task: Predict the reaction yield, written as a fraction of the theoretical maximum amount of product (1.0 means a 100% yield; for example, 0.34 means a 34% yield). (1) The reactants are O[C:2]1[CH:7]=[C:6]([O:8][CH3:9])[CH:5]=[CH:4][C:3]=1[C:10]1([CH2:25][OH:26])[C:18]2[C:13](=[CH:14][CH:15]=[CH:16][CH:17]=2)[N:12]([CH2:19][CH2:20][CH2:21][CH2:22][CH3:23])[C:11]1=[O:24].C1(CCN2C3C(=CC=CC=3)C(C3C(O)=CC4OCOC=4C=3)(CO)C2=O)CC1. No catalyst specified. The product is [CH3:9][O:8][C:6]1[CH:5]=[CH:4][C:3]2[C:10]3([CH2:25][O:26][C:2]=2[CH:7]=1)[C:18]1[C:13](=[CH:14][CH:15]=[CH:16][CH:17]=1)[N:12]([CH2:19][CH2:20][CH2:21][CH2:22][CH3:23])[C:11]3=[O:24]. The yield is 0.990. (2) The reactants are [Br:1][C:2]1[CH:7]=[CH:6][C:5]([S:8]([N:11]([CH3:13])[CH3:12])(=[O:10])=[O:9])=C(C#N)[CH:3]=1.[OH-:16].[Na+].[O:18]1[CH2:23][CH2:22]OCC1. No catalyst specified. The product is [Br:1][C:2]1[CH:7]=[CH:6][C:5]([S:8](=[O:10])(=[O:9])[N:11]([CH3:13])[CH3:12])=[C:22]([CH:3]=1)[C:23]([OH:18])=[O:16]. The yield is 0.340.